Dataset: Full USPTO retrosynthesis dataset with 1.9M reactions from patents (1976-2016). Task: Predict the reactants needed to synthesize the given product. (1) Given the product [CH3:15][C:16]1[CH:17]=[C:18]([CH2:2][C:3]2[CH:4]=[CH:5][C:6]([C:9]3[CH:14]=[CH:13][CH:12]=[CH:11][CH:10]=3)=[N:7][CH:8]=2)[CH:19]=[N:20][CH:21]=1, predict the reactants needed to synthesize it. The reactants are: Br[CH2:2][C:3]1[CH:4]=[CH:5][C:6]([C:9]2[CH:14]=[CH:13][CH:12]=[CH:11][CH:10]=2)=[N:7][CH:8]=1.[CH3:15][C:16]1[CH:17]=[C:18](B(O)O)[CH:19]=[N:20][CH:21]=1. (2) Given the product [C:1]1([NH:7][CH2:8][C:9]2[CH:10]=[C:11]([CH:12]=[CH:13][CH:14]=2)[O:15][CH2:31][C:28]2[CH:29]=[CH:30][C:25]([C:24]([O:23][CH3:22])=[O:33])=[CH:26][CH:27]=2)[CH:6]=[CH:5][CH:4]=[CH:3][CH:2]=1, predict the reactants needed to synthesize it. The reactants are: [C:1]1([NH:7][CH2:8][C:9]2[CH:10]=[C:11]([OH:15])[CH:12]=[CH:13][CH:14]=2)[CH:6]=[CH:5][CH:4]=[CH:3][CH:2]=1.C(=O)([O-])[O-].[Cs+].[Cs+].[CH3:22][O:23][C:24](=[O:33])[C:25]1[CH:30]=[CH:29][C:28]([CH2:31]Br)=[CH:27][CH:26]=1. (3) Given the product [Br:1][C:2]1[CH:3]=[N:4][C:5]2[N:6]([N:8]=[C:9]([C:11]([N:16]3[C:15]([CH3:25])([CH3:14])[CH2:24][C:23]4[C:18](=[CH:19][CH:20]=[CH:21][CH:22]=4)[CH2:17]3)=[O:13])[CH:10]=2)[CH:7]=1, predict the reactants needed to synthesize it. The reactants are: [Br:1][C:2]1[CH:3]=[N:4][C:5]2[N:6]([N:8]=[C:9]([C:11]([OH:13])=O)[CH:10]=2)[CH:7]=1.[CH3:14][C:15]1([CH3:25])[CH2:24][C:23]2[C:18](=[CH:19][CH:20]=[CH:21][CH:22]=2)[CH2:17][NH:16]1.